This data is from Forward reaction prediction with 1.9M reactions from USPTO patents (1976-2016). The task is: Predict the product of the given reaction. (1) Given the reactants Cl.[CH3:2][O:3][C:4]([CH:6]1[CH2:11][N:10]([C:12]2[S:13][CH:14]=[C:15]([C:17]3[CH2:21][CH:20]([C:22]4[C:27]([F:28])=[CH:26][CH:25]=[CH:24][C:23]=4[F:29])[O:19][N:18]=3)[N:16]=2)[CH2:9][CH2:8][NH:7]1)=[O:5].C(N(C(C)C)C(C)C)C.[CH3:39][C:40]1[N:44]([CH2:45][C:46](O)=[O:47])[N:43]=[C:42]([C:49]([F:52])([F:51])[F:50])[CH:41]=1.F[P-](F)(F)(F)(F)F.N1(O[P+](N(C)C)(N(C)C)N(C)C)C2C=CC=CC=2N=N1, predict the reaction product. The product is: [CH3:2][O:3][C:4]([CH:6]1[CH2:11][N:10]([C:12]2[S:13][CH:14]=[C:15]([C:17]3[CH2:21][CH:20]([C:22]4[C:27]([F:28])=[CH:26][CH:25]=[CH:24][C:23]=4[F:29])[O:19][N:18]=3)[N:16]=2)[CH2:9][CH2:8][N:7]1[C:46](=[O:47])[CH2:45][N:44]1[C:40]([CH3:39])=[CH:41][C:42]([C:49]([F:52])([F:51])[F:50])=[N:43]1)=[O:5]. (2) Given the reactants Br[CH2:2][C:3]#[N:4].C(N(CC)C(C)C)(C)C.[C:14]([O:18][C:19]([NH:21][C@@H:22]([CH2:26][CH2:27][CH2:28][CH2:29][NH:30][S:31][C:32]1[C:37]([N+:38]([O-:40])=[O:39])=[CH:36][CH:35]=[CH:34][N:33]=1)[C:23]([OH:25])=[O:24])=[O:20])([CH3:17])([CH3:16])[CH3:15], predict the reaction product. The product is: [C:14]([O:18][C:19]([NH:21][C@@H:22]([CH2:26][CH2:27][CH2:28][CH2:29][NH:30][S:31][C:32]1[C:37]([N+:38]([O-:40])=[O:39])=[CH:36][CH:35]=[CH:34][N:33]=1)[C:23]([O:25][CH2:2][C:3]#[N:4])=[O:24])=[O:20])([CH3:17])([CH3:15])[CH3:16]. (3) Given the reactants [CH2:1]([C:3]1[C:13]([CH2:14][C:15]2[CH:24]=[CH:23][C:18]([O:19][CH2:20][CH2:21][OH:22])=[CH:17][CH:16]=2)=[C:6]2[N:7]=[C:8]([CH3:12])[CH:9]=[C:10]([CH3:11])[N:5]2[N:4]=1)[CH3:2].[CH3:25][S:26](Cl)(=[O:28])=[O:27].CCN(CC)CC, predict the reaction product. The product is: [CH2:1]([C:3]1[C:13]([CH2:14][C:15]2[CH:16]=[CH:17][C:18]([O:19][CH2:20][CH2:21][O:22][S:26]([CH3:25])(=[O:28])=[O:27])=[CH:23][CH:24]=2)=[C:6]2[N:7]=[C:8]([CH3:12])[CH:9]=[C:10]([CH3:11])[N:5]2[N:4]=1)[CH3:2]. (4) Given the reactants BrC[C:3]([C:5]1[CH:10]=[CH:9][CH:8]=[CH:7][C:6]=1O)=[O:4].C1(S)C=CC=CC=1.C1(SCC=O)C=CC=CC=1.[C:29]1([S:35]([CH2:37][CH:38]=[O:39])=[O:36])[CH:34]=[CH:33][CH:32]=[CH:31][CH:30]=1.ClC1C=CC=C(C(OO)=O)C=1, predict the reaction product. The product is: [C:29]1([S:35]([C:37]2[C:3](=[O:4])[C:5]3[C:6](=[CH:7][CH:8]=[CH:9][CH:10]=3)[O:39][CH:38]=2)=[O:36])[CH:34]=[CH:33][CH:32]=[CH:31][CH:30]=1. (5) Given the reactants Br[C:2]1[CH:7]=[CH:6][C:5]([CH:8]([CH3:10])[CH3:9])=[CH:4][CH:3]=1.C([Li])CCC.CCCCCC.[CH3:22][C:23]1([CH3:43])[C:27](=[O:28])[C:26]2[CH:29]=[C:30]([NH:35][C:36](=[O:42])[O:37][C:38]([CH3:41])([CH3:40])[CH3:39])[C:31]([CH3:34])=[C:32]([CH3:33])[C:25]=2[O:24]1, predict the reaction product. The product is: [OH:28][C:27]1([C:2]2[CH:7]=[CH:6][C:5]([CH:8]([CH3:10])[CH3:9])=[CH:4][CH:3]=2)[C:26]2[CH:29]=[C:30]([NH:35][C:36](=[O:42])[O:37][C:38]([CH3:41])([CH3:40])[CH3:39])[C:31]([CH3:34])=[C:32]([CH3:33])[C:25]=2[O:24][C:23]1([CH3:43])[CH3:22]. (6) The product is: [O:2]=[CH:3][C@@H:4]([C@H:6]([C@H:8]([C@@H:10]([CH2:12][OH:13])[OH:11])[OH:9])[OH:7])[OH:5].[OH:14][CH2:15][C:16]([C@H:18]([C@H:20]([C@@H:22]([CH2:24][OH:25])[OH:23])[OH:21])[OH:19])=[O:17]. Given the reactants [Ca].[O:2]=[CH:3][C@@H:4]([C@H:6]([C@H:8]([C@@H:10]([CH2:12][OH:13])[OH:11])[OH:9])[OH:7])[OH:5].[OH:14][CH2:15][C:16]([C@H:18]([C@H:20]([C@@H:22]([CH2:24][OH:25])[OH:23])[OH:21])[OH:19])=[O:17].O=C[C@@H]([C@H]([C@@H]([C@@H](CO)O)O)O)O.[Cl-].[Cl-].[Ca+2], predict the reaction product. (7) Given the reactants CCN(CC)CC.[F:8][C:9]1[CH:14]=[C:13]([C:15]([OH:17])=O)[CH:12]=[CH:11][N:10]=1.CCN=C=NCCCN(C)C.C1C=CC2N(O)N=NC=2C=1.[CH3:39][NH:40][O:41][CH3:42].Cl, predict the reaction product. The product is: [F:8][C:9]1[CH:14]=[C:13]([C:15]([N:40]([CH3:39])[O:41][CH3:42])=[O:17])[CH:12]=[CH:11][N:10]=1. (8) Given the reactants [F:1][C:2]1[CH:7]=[C:6]([C:8]([CH3:10])=[CH2:9])[CH:5]=[CH:4][C:3]=1[C@@H:11]([NH2:13])[CH3:12].CN1C(=O)CCC1.[C:21](O[C:21]([O:23][C:24]([CH3:27])([CH3:26])[CH3:25])=[O:22])([O:23][C:24]([CH3:27])([CH3:26])[CH3:25])=[O:22], predict the reaction product. The product is: [F:1][C:2]1[CH:7]=[C:6]([C:8]([CH3:10])=[CH2:9])[CH:5]=[CH:4][C:3]=1[C@@H:11]([NH:13][C:21](=[O:22])[O:23][C:24]([CH3:27])([CH3:26])[CH3:25])[CH3:12]. (9) Given the reactants [CH2:1]1[C:5]2([CH2:10][CH2:9][CH2:8][CH2:7][C:6]2=[O:11])[CH2:4][CH2:3][CH2:2]1.[C:12]1(=O)CCCC[CH2:13]1.BrCCCCBr.[NH4+].[Cl-].Cl, predict the reaction product. The product is: [C:12]([C:6]1([OH:11])[CH2:7][CH2:8][CH2:9][CH2:10][C:5]21[CH2:1][CH2:2][CH2:3][CH2:4]2)#[CH:13].